Dataset: Peptide-MHC class I binding affinity with 185,985 pairs from IEDB/IMGT. Task: Regression. Given a peptide amino acid sequence and an MHC pseudo amino acid sequence, predict their binding affinity value. This is MHC class I binding data. The peptide sequence is FRISGRGGK. The MHC is HLA-B08:01 with pseudo-sequence HLA-B08:01. The binding affinity (normalized) is 0.0847.